This data is from Reaction yield outcomes from USPTO patents with 853,638 reactions. The task is: Predict the reaction yield, written as a fraction of the theoretical maximum amount of product (1.0 means a 100% yield; for example, 0.34 means a 34% yield). (1) The reactants are [I:1][C:2]1[CH:3]=[C:4]([CH:7]=[C:8]([CH3:11])[C:9]=1[OH:10])[CH:5]=[O:6].[H-].[Na+].I[CH3:15]. The catalyst is C1COCC1. The product is [I:1][C:2]1[CH:3]=[C:4]([CH:7]=[C:8]([CH3:11])[C:9]=1[O:10][CH3:15])[CH:5]=[O:6]. The yield is 0.600. (2) The yield is 1.00. The product is [CH2:5]([O:12][C:13]1[CH:18]=[CH:17][C:16]([NH2:19])=[CH:15][C:14]=1[F:22])[C:6]1[CH:7]=[CH:8][CH:9]=[CH:10][CH:11]=1. The reactants are C([O-])=O.[NH4+].[CH2:5]([O:12][C:13]1[CH:18]=[CH:17][C:16]([N+:19]([O-])=O)=[CH:15][C:14]=1[F:22])[C:6]1[CH:11]=[CH:10][CH:9]=[CH:8][CH:7]=1.C1(C)C=CC=CC=1. The catalyst is [Fe].O.